This data is from NCI-60 drug combinations with 297,098 pairs across 59 cell lines. The task is: Regression. Given two drug SMILES strings and cell line genomic features, predict the synergy score measuring deviation from expected non-interaction effect. Drug 1: CC1=C2C(C(=O)C3(C(CC4C(C3C(C(C2(C)C)(CC1OC(=O)C(C(C5=CC=CC=C5)NC(=O)OC(C)(C)C)O)O)OC(=O)C6=CC=CC=C6)(CO4)OC(=O)C)OC)C)OC. Drug 2: CC1=C2C(C(=O)C3(C(CC4C(C3C(C(C2(C)C)(CC1OC(=O)C(C(C5=CC=CC=C5)NC(=O)C6=CC=CC=C6)O)O)OC(=O)C7=CC=CC=C7)(CO4)OC(=O)C)O)C)OC(=O)C. Cell line: SK-MEL-2. Synergy scores: CSS=62.2, Synergy_ZIP=-1.12, Synergy_Bliss=-2.54, Synergy_Loewe=-3.88, Synergy_HSA=1.80.